This data is from Full USPTO retrosynthesis dataset with 1.9M reactions from patents (1976-2016). The task is: Predict the reactants needed to synthesize the given product. Given the product [CH3:22][O:21][C:17]1[CH:16]=[C:15]([CH:20]=[CH:19][CH:18]=1)[CH2:14][CH:13]1[NH:12][C:10](=[O:11])[CH2:9][NH:8][C:23]1=[O:25], predict the reactants needed to synthesize it. The reactants are: FC(F)(F)C(O)=O.[NH2:8][CH2:9][C:10]([NH:12][C@H:13]([C:23]([O:25]CC)=O)[CH2:14][C:15]1[CH:20]=[CH:19][CH:18]=[C:17]([O:21][CH3:22])[CH:16]=1)=[O:11].CCN(C(C)C)C(C)C.